The task is: Predict the product of the given reaction.. This data is from Forward reaction prediction with 1.9M reactions from USPTO patents (1976-2016). (1) Given the reactants [CH:1]1[C:10]2[C:5](=[CH:6][CH:7]=[CH:8][CH:9]=2)[CH:4]=[CH:3][C:2]=1[CH2:11][N:12]1[C:18](=[O:19])[CH:17]([NH:20][C:21](=[O:40])[C@@H:22]([C@H:25]2[C@@H:30]([OH:31])[C@@H:29](/[CH:32]=[CH:33]/[C:34]([CH3:37])([CH3:36])[CH3:35])[O:28]C(C)(C)[O:26]2)[O:23][CH3:24])[CH2:16][S:15][CH2:14][CH2:13]1.Cl.[OH-].[Na+], predict the reaction product. The product is: [CH:1]1[C:10]2[C:5](=[CH:6][CH:7]=[CH:8][CH:9]=2)[CH:4]=[CH:3][C:2]=1[CH2:11][N:12]1[C:18](=[O:19])[CH:17]([NH:20][C:21](=[O:40])[C@H:22]([O:23][CH3:24])[C@H:25]([OH:26])[C@@H:30]([OH:31])[C@H:29]([OH:28])/[CH:32]=[CH:33]/[C:34]([CH3:37])([CH3:35])[CH3:36])[CH2:16][S:15][CH2:14][CH2:13]1. (2) Given the reactants [C:1]([O:5][C:6]([N:8]1[CH2:20][C@@H:19]([CH3:21])[N:18]2[C@H:10]([CH2:11][C:12]3[C:17]2=[N:16][C:15]([CH:22]([C:27]([CH3:32])([CH3:31])[CH:28]([CH3:30])[CH3:29])[O:23][SiH:24]([CH3:26])[CH3:25])=[CH:14][CH:13]=3)[CH2:9]1)=[O:7])([CH3:4])([CH3:3])[CH3:2].[Br:33]N1C(=O)CCC1=O, predict the reaction product. The product is: [C:1]([O:5][C:6]([N:8]1[CH2:20][C@@H:19]([CH3:21])[N:18]2[C@H:10]([CH2:11][C:12]3[C:17]2=[N:16][C:15]([CH:22]([C:27]([CH3:31])([CH3:32])[CH:28]([CH3:29])[CH3:30])[O:23][SiH:24]([CH3:26])[CH3:25])=[C:14]([Br:33])[CH:13]=3)[CH2:9]1)=[O:7])([CH3:4])([CH3:3])[CH3:2]. (3) Given the reactants [F:1][C:2]1[CH:21]=[CH:20][C:5]2[C:6]([C:9]3[CH:14]=[CH:13][C:12]([O:15][CH2:16][C@@H:17]4[CH2:19][O:18]4)=[CH:11][CH:10]=3)=[N:7][O:8][C:4]=2[CH:3]=1.[C:22]([C:24]1[CH:29]=[CH:28][CH:27]=[CH:26][C:25]=1[N:30]1[CH2:35][CH2:34][NH:33][CH2:32][CH2:31]1)#[N:23], predict the reaction product. The product is: [F:1][C:2]1[CH:21]=[CH:20][C:5]2[C:6]([C:9]3[CH:14]=[CH:13][C:12]([O:15][CH2:16][C@@H:17]([OH:18])[CH2:19][N:33]4[CH2:32][CH2:31][N:30]([C:25]5[CH:26]=[CH:27][CH:28]=[CH:29][C:24]=5[C:22]#[N:23])[CH2:35][CH2:34]4)=[CH:11][CH:10]=3)=[N:7][O:8][C:4]=2[CH:3]=1. (4) Given the reactants [Br:1][C:2]1[C:12]2[CH2:11][CH2:10][N:9](C(OC(C)(C)C)=O)[CH2:8][CH2:7][C:6]=2[CH:5]=[C:4]2[N:20]=[C:21]([CH3:23])[O:22][C:3]=12, predict the reaction product. The product is: [Br:1][C:2]1[C:12]2[CH2:11][CH2:10][NH:9][CH2:8][CH2:7][C:6]=2[CH:5]=[C:4]2[N:20]=[C:21]([CH3:23])[O:22][C:3]=12. (5) Given the reactants [CH2:1]([NH:3][C:4]([NH:6][C:7]1[N:12]=[CH:11][C:10]([C:13]2[CH:14]=[N:15][CH:16]=[C:17]([C:19]([O:21]CC)=[O:20])[CH:18]=2)=[C:9]([C:24]2[CH:25]=[N:26][CH:27]=[C:28]([F:30])[CH:29]=2)[CH:8]=1)=[O:5])[CH3:2].[OH-].[Li+], predict the reaction product. The product is: [CH2:1]([NH:3][C:4]([NH:6][C:7]1[N:12]=[CH:11][C:10]([C:13]2[CH:14]=[N:15][CH:16]=[C:17]([C:19]([OH:21])=[O:20])[CH:18]=2)=[C:9]([C:24]2[CH:25]=[N:26][CH:27]=[C:28]([F:30])[CH:29]=2)[CH:8]=1)=[O:5])[CH3:2].